The task is: Predict the reactants needed to synthesize the given product.. This data is from Retrosynthesis with 50K atom-mapped reactions and 10 reaction types from USPTO. (1) Given the product OCCc1cccc(CCN2CC3(CNCCO3)C2)c1, predict the reactants needed to synthesize it. The reactants are: CC(C)(C)OC(=O)N1CCOC2(CN(CCc3cccc(CCO)c3)C2)C1. (2) Given the product CN1CCN(c2ccc(Nc3ccn4ncc(C=C5NC(=O)NC5=O)c4n3)cc2)CC1, predict the reactants needed to synthesize it. The reactants are: CN1CCN(c2ccc(Nc3ccn4ncc(C=O)c4n3)cc2)CC1.O=C1CNC(=O)N1. (3) Given the product CCOC(=O)c1cn(-c2ccc3c(c2)sc(=O)n3C)c(=O)n(C2CCc3c(OC)cccc32)c1=O, predict the reactants needed to synthesize it. The reactants are: CCOC(=O)c1cn(-c2ccc3c(c2)sc(=O)n3C)c(=O)[nH]c1=O.COc1cccc2c1CCC2O. (4) Given the product C[Si](C)(C)C#Cc1cc(CO)nc(Cl)c1O, predict the reactants needed to synthesize it. The reactants are: C#C[Si](C)(C)C.OCc1cc(I)c(O)c(Cl)n1. (5) Given the product C[C@H](c1cccc2ccccc12)N(CC1CCN(C(=O)CCC(=O)O)CC1c1cccc(F)c1)C(=O)OC(C)(C)C, predict the reactants needed to synthesize it. The reactants are: CCOC(=O)CCC(=O)N1CCC(CN(C(=O)OC(C)(C)C)[C@H](C)c2cccc3ccccc23)C(c2cccc(F)c2)C1. (6) Given the product CNC[C@H](CC1(F)CCCCC1)NC(=O)OC(C)(C)C, predict the reactants needed to synthesize it. The reactants are: CC(C)(C)OC(=O)N[C@H](COS(C)(=O)=O)CC1(F)CCCCC1.CN. (7) Given the product O=C(Nc1ccncc1)Nc1c(F)cccc1F, predict the reactants needed to synthesize it. The reactants are: Nc1ccncc1.O=C=Nc1c(F)cccc1F. (8) Given the product Cc1sc(NC(=O)C2=C(C(=O)O)CCC2)c(-c2nc(C(F)(F)F)no2)c1C1CC1, predict the reactants needed to synthesize it. The reactants are: COC(=O)C1=C(C(=O)Nc2sc(C)c(C3CC3)c2-c2nc(C(F)(F)F)no2)CCC1.